From a dataset of NCI-60 drug combinations with 297,098 pairs across 59 cell lines. Regression. Given two drug SMILES strings and cell line genomic features, predict the synergy score measuring deviation from expected non-interaction effect. (1) Drug 1: C1CCC(CC1)NC(=O)N(CCCl)N=O. Drug 2: C(CCl)NC(=O)N(CCCl)N=O. Cell line: MALME-3M. Synergy scores: CSS=12.3, Synergy_ZIP=-3.19, Synergy_Bliss=-0.743, Synergy_Loewe=-5.58, Synergy_HSA=-3.58. (2) Drug 1: C1=C(C(=O)NC(=O)N1)F. Drug 2: C1CN1P(=S)(N2CC2)N3CC3. Cell line: SK-OV-3. Synergy scores: CSS=29.2, Synergy_ZIP=3.88, Synergy_Bliss=5.96, Synergy_Loewe=7.19, Synergy_HSA=8.13. (3) Drug 1: C1=NC2=C(N=C(N=C2N1C3C(C(C(O3)CO)O)F)Cl)N. Drug 2: C1CN(CCN1C(=O)CCBr)C(=O)CCBr. Cell line: PC-3. Synergy scores: CSS=9.05, Synergy_ZIP=-3.21, Synergy_Bliss=1.80, Synergy_Loewe=0.665, Synergy_HSA=0.630. (4) Drug 1: CCC1=CC2CC(C3=C(CN(C2)C1)C4=CC=CC=C4N3)(C5=C(C=C6C(=C5)C78CCN9C7C(C=CC9)(C(C(C8N6C)(C(=O)OC)O)OC(=O)C)CC)OC)C(=O)OC.C(C(C(=O)O)O)(C(=O)O)O. Drug 2: CCC1(CC2CC(C3=C(CCN(C2)C1)C4=CC=CC=C4N3)(C5=C(C=C6C(=C5)C78CCN9C7C(C=CC9)(C(C(C8N6C=O)(C(=O)OC)O)OC(=O)C)CC)OC)C(=O)OC)O.OS(=O)(=O)O. Cell line: SNB-19. Synergy scores: CSS=29.6, Synergy_ZIP=-1.36, Synergy_Bliss=1.77, Synergy_Loewe=-3.55, Synergy_HSA=3.12. (5) Drug 1: CC1=CC2C(CCC3(C2CCC3(C(=O)C)OC(=O)C)C)C4(C1=CC(=O)CC4)C. Drug 2: C1=NC2=C(N1)C(=S)N=CN2. Cell line: HOP-62. Synergy scores: CSS=19.8, Synergy_ZIP=-6.39, Synergy_Bliss=-9.51, Synergy_Loewe=-47.1, Synergy_HSA=-13.5. (6) Drug 1: CN1CCC(CC1)COC2=C(C=C3C(=C2)N=CN=C3NC4=C(C=C(C=C4)Br)F)OC. Drug 2: CCCCC(=O)OCC(=O)C1(CC(C2=C(C1)C(=C3C(=C2O)C(=O)C4=C(C3=O)C=CC=C4OC)O)OC5CC(C(C(O5)C)O)NC(=O)C(F)(F)F)O. Cell line: SW-620. Synergy scores: CSS=-0.822, Synergy_ZIP=-1.01, Synergy_Bliss=-3.60, Synergy_Loewe=-3.60, Synergy_HSA=-4.04. (7) Drug 1: C1C(C(OC1N2C=C(C(=O)NC2=O)F)CO)O. Drug 2: CCC1(C2=C(COC1=O)C(=O)N3CC4=CC5=C(C=CC(=C5CN(C)C)O)N=C4C3=C2)O.Cl. Cell line: SNB-19. Synergy scores: CSS=25.5, Synergy_ZIP=-7.78, Synergy_Bliss=-3.13, Synergy_Loewe=-9.85, Synergy_HSA=-1.42. (8) Drug 1: CN(C)C1=NC(=NC(=N1)N(C)C)N(C)C. Drug 2: CC1C(C(CC(O1)OC2CC(CC3=C2C(=C4C(=C3O)C(=O)C5=CC=CC=C5C4=O)O)(C(=O)C)O)N)O. Cell line: T-47D. Synergy scores: CSS=31.8, Synergy_ZIP=-0.503, Synergy_Bliss=-1.61, Synergy_Loewe=-13.2, Synergy_HSA=0.166. (9) Drug 1: CC1C(C(CC(O1)OC2CC(CC3=C2C(=C4C(=C3O)C(=O)C5=C(C4=O)C(=CC=C5)OC)O)(C(=O)CO)O)N)O.Cl. Drug 2: CC1=C(C(=O)C2=C(C1=O)N3CC4C(C3(C2COC(=O)N)OC)N4)N. Cell line: OVCAR3. Synergy scores: CSS=29.2, Synergy_ZIP=-10.4, Synergy_Bliss=-6.88, Synergy_Loewe=-6.79, Synergy_HSA=-1.87.